From a dataset of Catalyst prediction with 721,799 reactions and 888 catalyst types from USPTO. Predict which catalyst facilitates the given reaction. (1) Reactant: C[Si]([C:5]#[C:6][C:7]1[CH:12]=[CH:11][CH:10]=[CH:9][C:8]=1[CH2:13][C:14]([O:16]C)=[O:15])(C)C.C1COCC1.CO.O.[OH-].[Li+]. Product: [C:6]([C:7]1[CH:12]=[CH:11][CH:10]=[CH:9][C:8]=1[CH2:13][C:14]([OH:16])=[O:15])#[CH:5]. The catalyst class is: 6. (2) Reactant: [OH:1][CH:2]1[CH:7]([NH:8][C:9](=[O:15])[O:10][C:11]([CH3:14])([CH3:13])[CH3:12])[CH:6]=[C:5]([C:16]2[CH:21]=[CH:20][N:19]=[CH:18][C:17]=2[N+:22]([O-:24])=[O:23])[CH2:4][CH2:3]1.C(N(CC)CC)C.[CH3:32][S:33](Cl)(=[O:35])=[O:34]. Product: [CH3:32][S:33]([O:1][CH:2]1[CH2:3][CH2:4][C:5]([C:16]2[CH:21]=[CH:20][N:19]=[CH:18][C:17]=2[N+:22]([O-:24])=[O:23])=[CH:6][CH:7]1[NH:8][C:9]([O:10][C:11]([CH3:12])([CH3:13])[CH3:14])=[O:15])(=[O:35])=[O:34]. The catalyst class is: 124. (3) Reactant: [Cl:1][C:2]1[CH:3]=[N:4][C:5]2[C:10]([CH:11]=1)=[CH:9][C:8]([CH2:12][C:13]1[CH:14]=[C:15]([CH:19]=[C:20]([CH3:22])[N:21]=1)[C:16]([O-:18])=[O:17])=[CH:7][CH:6]=2.[Li+].[OH-]. Product: [Cl:1][C:2]1[CH:3]=[N:4][C:5]2[C:10]([CH:11]=1)=[CH:9][C:8]([CH2:12][C:13]1[CH:14]=[C:15]([CH:19]=[C:20]([CH3:22])[N:21]=1)[C:16]([OH:18])=[O:17])=[CH:7][CH:6]=2. The catalyst class is: 20. (4) Reactant: [CH3:1][C@@:2]12[C:10](=[O:11])[CH2:9][CH2:8][C@H:7]1[C@@H:6]1[CH2:12][C:13]([C:15]3[C@@:21]([CH3:22])([C@H:5]1[CH2:4][CH2:3]2)[CH:20]=[CH:19][C:17](=[O:18])[CH:16]=3)=[CH2:14].[BH4-].[Na+]. Product: [CH3:1][C@@:2]12[CH:10]([OH:11])[CH2:9][CH2:8][C@H:7]1[C@@H:6]1[CH2:12][C:13]([C:15]3[C@@:21]([CH3:22])([C@H:5]1[CH2:4][CH2:3]2)[CH:20]=[CH:19][C:17](=[O:18])[CH:16]=3)=[CH2:14]. The catalyst class is: 24. (5) Reactant: [CH3:1][O:2][C:3]1[CH:4]=[C:5]([CH:9]=[CH:10][CH:11]=1)[C:6]([OH:8])=O.CN(C(ON1N=NC2C=CC=NC1=2)=[N+](C)C)C.F[P-](F)(F)(F)(F)F.C(N(C(C)C)C(C)C)C.[O:45]1[CH2:50][CH2:49][O:48][CH2:47][CH:46]1[C:51]1[C:59]2[S:58][C:57]([NH2:60])=[N:56][C:55]=2[C:54]([O:61][CH3:62])=[CH:53][CH:52]=1. Product: [O:45]1[CH2:50][CH2:49][O:48][CH2:47][CH:46]1[C:51]1[C:59]2[S:58][C:57]([NH:60][C:6](=[O:8])[C:5]3[CH:9]=[CH:10][CH:11]=[C:3]([O:2][CH3:1])[CH:4]=3)=[N:56][C:55]=2[C:54]([O:61][CH3:62])=[CH:53][CH:52]=1. The catalyst class is: 396. (6) Reactant: [Cl:1][C:2]1[CH:7]=[CH:6][C:5]([OH:8])=[CH:4][C:3]=1[CH3:9].[C:10](OC(=O)C)(=[O:12])[CH3:11]. Product: [C:10]([O:8][C:5]1[CH:6]=[CH:7][C:2]([Cl:1])=[C:3]([CH3:9])[CH:4]=1)(=[O:12])[CH3:11]. The catalyst class is: 445.